From a dataset of Full USPTO retrosynthesis dataset with 1.9M reactions from patents (1976-2016). Predict the reactants needed to synthesize the given product. (1) Given the product [C:14]([O:18][C:19](=[O:20])[N:21]([CH2:29][C:30]1[CH:31]=[CH:32][C:33]([CH2:34][NH:13][CH:7]2[C:6]3[N:5]=[CH:4][C:3]([O:2][CH3:1])=[CH:12][C:11]=3[CH2:10][CH2:9][CH2:8]2)=[CH:36][CH:37]=1)[CH2:22][C:23]1[CH:28]=[CH:27][CH:26]=[CH:25][N:24]=1)([CH3:17])([CH3:16])[CH3:15], predict the reactants needed to synthesize it. The reactants are: [CH3:1][O:2][C:3]1[CH:4]=[N:5][C:6]2[CH:7]([NH2:13])[CH2:8][CH2:9][CH2:10][C:11]=2[CH:12]=1.[C:14]([O:18][C:19]([N:21]([CH2:29][C:30]1[CH:37]=[CH:36][C:33]([CH:34]=O)=[CH:32][CH:31]=1)[CH2:22][C:23]1[CH:28]=[CH:27][CH:26]=[CH:25][N:24]=1)=[O:20])([CH3:17])([CH3:16])[CH3:15].[BH-](OC(C)=O)(OC(C)=O)OC(C)=O.[Na+]. (2) The reactants are: Cl[C:2]1[C:11]2[C:6](=[CH:7][CH:8]=[CH:9][CH:10]=2)[N:5]=[CH:4][C:3]=1[C:12]([O:14][CH2:15][CH3:16])=[O:13].[C:17]1(B(O)O)[CH:22]=[CH:21][CH:20]=[CH:19][CH:18]=1.C(=O)([O-])[O-].[K+].[K+]. Given the product [C:17]1([C:2]2[C:11]3[C:6](=[CH:7][CH:8]=[CH:9][CH:10]=3)[N:5]=[CH:4][C:3]=2[C:12]([O:14][CH2:15][CH3:16])=[O:13])[CH:22]=[CH:21][CH:20]=[CH:19][CH:18]=1, predict the reactants needed to synthesize it. (3) Given the product [C:46]([OH:53])(=[O:52])/[CH:47]=[CH:48]/[C:49]([OH:51])=[O:50].[CH3:1][NH:2][CH2:3][C:4]([O:6][C@H:7]([CH3:45])[CH2:8][N:9]1[C:13]([CH3:14])=[C:12]([C:15](=[O:37])[NH:16][C:17]2[CH:22]=[CH:21][C:20]([O:23][C:24]3[C:33]4[C:28](=[CH:29][C:30]([O:34][CH3:35])=[CH:31][CH:32]=4)[N:27]=[CH:26][CH:25]=3)=[C:19]([F:36])[CH:18]=2)[C:11](=[O:38])[N:10]1[C:39]1[CH:40]=[CH:41][CH:42]=[CH:43][CH:44]=1)=[O:5], predict the reactants needed to synthesize it. The reactants are: [CH3:1][NH:2][CH2:3][C:4]([O:6][C@H:7]([CH3:45])[CH2:8][N:9]1[C:13]([CH3:14])=[C:12]([C:15](=[O:37])[NH:16][C:17]2[CH:22]=[CH:21][C:20]([O:23][C:24]3[C:33]4[C:28](=[CH:29][C:30]([O:34][CH3:35])=[CH:31][CH:32]=4)[N:27]=[CH:26][CH:25]=3)=[C:19]([F:36])[CH:18]=2)[C:11](=[O:38])[N:10]1[C:39]1[CH:44]=[CH:43][CH:42]=[CH:41][CH:40]=1)=[O:5].[C:46]([OH:53])(=[O:52])/[CH:47]=[CH:48]/[C:49]([OH:51])=[O:50]. (4) Given the product [N:25]1[C:26]2[C:31](=[CH:30][CH:29]=[CH:28][CH:27]=2)[N:32]=[CH:33][CH:24]=1, predict the reactants needed to synthesize it. The reactants are: C(N1C[C@H](O)C[C@H]1C(O)=O)(OC(C)(C)C)=O.C(O[Na])(C)(C)C.Cl[C:24]1[C:33](C(F)(F)C=C)=[N:32][C:31]2[C:26](=[CH:27][CH:28]=[CH:29][CH:30]=2)[N:25]=1.[Si](C=[N+]=[N-])(C)(C)C. (5) Given the product [CH3:14][O:13][C:11](=[O:12])[C:10](=[O:15])[CH2:1][C:2]([CH:4]1[CH2:6][CH2:5]1)=[O:3], predict the reactants needed to synthesize it. The reactants are: [CH3:1][C:2]([CH:4]1[CH2:6][CH2:5]1)=[O:3].C[O-].[Na+].[C:10](OC)(=[O:15])[C:11]([O:13][CH3:14])=[O:12].